From a dataset of Forward reaction prediction with 1.9M reactions from USPTO patents (1976-2016). Predict the product of the given reaction. (1) Given the reactants Cl[CH2:2][C:3]1[O:7][N:6]=[C:5]([CH3:8])[N:4]=1.[C-:9]#[N:10].[K+], predict the reaction product. The product is: [CH3:8][C:5]1[N:4]=[C:3]([CH2:2][C:9]#[N:10])[O:7][N:6]=1. (2) Given the reactants [N:1]1([S:7]([NH2:10])(=[O:9])=[O:8])[CH2:6][CH2:5][O:4][CH2:3][CH2:2]1.C1(P(C2CCCCC2)C2C=CC=CC=2C2C(C(C)C)=CC(C(C)C)=CC=2C(C)C)CCCCC1.C(=O)([O-])[O-].[Cs+].[Cs+].[CH2:51]([O:53][C:54](=[O:75])[C@H:55]([O:57][C:58]1[CH:63]=[C:62](Cl)[N:61]=[C:60]([S:65][CH2:66][C:67]2[CH:72]=[CH:71][CH:70]=[C:69]([F:73])[C:68]=2[F:74])[N:59]=1)[CH3:56])[CH3:52], predict the reaction product. The product is: [CH2:51]([O:53][C:54](=[O:75])[C@H:55]([O:57][C:58]1[CH:63]=[C:62]([NH:10][S:7]([N:1]2[CH2:6][CH2:5][O:4][CH2:3][CH2:2]2)(=[O:9])=[O:8])[N:61]=[C:60]([S:65][CH2:66][C:67]2[CH:72]=[CH:71][CH:70]=[C:69]([F:73])[C:68]=2[F:74])[N:59]=1)[CH3:56])[CH3:52]. (3) Given the reactants [F:1][C:2]1[CH:7]=[CH:6][C:5]([C:8]2[C:17]([N:18]3[CH2:23][CH2:22][CH2:21][CH:20]([CH2:24][O:25][CH3:26])[CH2:19]3)=[N:16][C:15]3[C:10](=[CH:11][CH:12]=[C:13]([C:27]([O:29]C)=[O:28])[CH:14]=3)[N:9]=2)=[CH:4][CH:3]=1.[OH-].[Na+], predict the reaction product. The product is: [F:1][C:2]1[CH:7]=[CH:6][C:5]([C:8]2[C:17]([N:18]3[CH2:23][CH2:22][CH2:21][CH:20]([CH2:24][O:25][CH3:26])[CH2:19]3)=[N:16][C:15]3[C:10](=[CH:11][CH:12]=[C:13]([C:27]([OH:29])=[O:28])[CH:14]=3)[N:9]=2)=[CH:4][CH:3]=1. (4) Given the reactants C([O:9][C:10]([C:29]1[CH:34]=[CH:33][CH:32]=[CH:31][CH:30]=1)=[CH:11][C:12]1[N:16](C(=O)C2C=CC=CC=2)[C:15]2[CH2:25][CH2:26][CH2:27][CH2:28][C:14]=2[N:13]=1)(=O)C1C=CC=CC=1.O.[ClH:36], predict the reaction product. The product is: [ClH:36].[C:29]1([C:10](=[O:9])[CH2:11][C:12]2[NH:16][C:15]3[CH2:25][CH2:26][CH2:27][CH2:28][C:14]=3[N:13]=2)[CH:34]=[CH:33][CH:32]=[CH:31][CH:30]=1. (5) Given the reactants [NH2:1][C:2]1[N:10]=[C:9]2[C:5]([N:6]=[CH:7][N:8]2[C@@H:11]2[O:35][C@H:34]([CH2:36][OH:37])[C@@H:32]([OH:33])[C@H:12]2[O:13][CH2:14][CH2:15][CH2:16][CH2:17][CH2:18][CH2:19][CH2:20][CH2:21][CH2:22][CH2:23][CH2:24][CH2:25][CH2:26][CH2:27][CH2:28][CH2:29][CH2:30][CH3:31])=[C:4](N)[N:3]=1.CS(C)=[O:41].[C@@H]1(N2C3N=CN=C(N)C=3N=C2)O[C@H](CO)[C@@H](O)[C@H]1O, predict the reaction product. The product is: [CH2:14]([O:13][C@@H:12]1[C@H:32]([OH:33])[C@@H:34]([CH2:36][OH:37])[O:35][C@H:11]1[N:8]1[C:9]2[N:10]=[C:2]([NH2:1])[NH:3][C:4](=[O:41])[C:5]=2[N:6]=[CH:7]1)[CH2:15][CH2:16][CH2:17][CH2:18][CH2:19][CH2:20][CH2:21][CH2:22][CH2:23][CH2:24][CH2:25][CH2:26][CH2:27][CH2:28][CH2:29][CH2:30][CH3:31]. (6) Given the reactants Cl[C:2]1[N:7]=[CH:6][C:5]([CH2:8][C:9]2[CH:10]=[C:11]3[C:16](=[C:17]4[CH:22]=[CH:21][CH:20]=[CH:19][C:18]=24)[N:15]=[CH:14][N:13]([C@H:23]2[CH2:28][CH2:27][O:26][CH2:25][C@@H:24]2[OH:29])[C:12]3=[O:30])=[CH:4][CH:3]=1.[NH:31]1[CH:35]=[CH:34][CH:33]=[N:32]1.C(=O)([O-])[O-].[K+].[K+].CN(C)[C@@H]1CCCC[C@H]1N.CN[C@@H]1CCCC[C@H]1NC, predict the reaction product. The product is: [OH:29][C@@H:24]1[C@@H:23]([N:13]2[C:12](=[O:30])[C:11]3[C:16](=[C:17]4[CH:22]=[CH:21][CH:20]=[CH:19][C:18]4=[C:9]([CH2:8][C:5]4[CH:6]=[N:7][C:2]([N:31]5[CH:35]=[CH:34][CH:33]=[N:32]5)=[CH:3][CH:4]=4)[CH:10]=3)[N:15]=[CH:14]2)[CH2:28][CH2:27][O:26][CH2:25]1. (7) The product is: [F:4][C:5]1[CH:30]=[CH:29][CH:28]=[C:27]([F:31])[C:6]=1[CH2:7][N:8]1[C:12]2[CH:13]=[CH:14][CH:15]=[C:16]([CH:17]=[O:18])[C:11]=2[N:10]=[C:9]1[C:19]1[C:20]([F:26])=[CH:21][CH:22]=[CH:23][C:24]=1[F:25]. Given the reactants C(Cl)Cl.[F:4][C:5]1[CH:30]=[CH:29][CH:28]=[C:27]([F:31])[C:6]=1[CH2:7][N:8]1[C:12]2[CH:13]=[CH:14][CH:15]=[C:16]([CH2:17][OH:18])[C:11]=2[N:10]=[C:9]1[C:19]1[C:24]([F:25])=[CH:23][CH:22]=[CH:21][C:20]=1[F:26], predict the reaction product.